Task: Regression. Given a target protein amino acid sequence and a drug SMILES string, predict the binding affinity score between them. We predict pIC50 (pIC50 = -log10(IC50 in M); higher means more potent). Dataset: bindingdb_ic50.. Dataset: Drug-target binding data from BindingDB using IC50 measurements (1) The small molecule is N#Cc1c2n(c3c(NS(=O)(=O)Cc4ccccc4)ncnc13)CCCC2. The target protein (P06795) has sequence MEFEENLKGRADKNFSKMGKKSKKEKKEKKPAVGVFGMFRYADWLDKLCMILGTLAAIIHGTLLPLLMLVFGNMTDSFTKAEASILPSITNQSGPNSTLIISNSSLEEEMAIYAYYYTGIGAGVLIVAYIQVSLWCLAAGRQIHKIRQKFFHAIMNQEIGWFDVHDVGELNTRLTDDVSKINDGIGDKIGMFFQSITTFLAGFIIGFISGWKLTLVILAVSPLIGLSSALWAKVLTSFTNKELQAYAKAGAVAEEVLAAIRTVIAFGGQQKELERYNKNLEEAKNVGIKKAITASISIGIAYLLVYASYALAFWYGTSLVLSNEYSIGEVLTVFFSILLGTFSIGHLAPNIEAFANARGAAFEIFKIIDNEPSIDSFSTKGYKPDSIMGNLEFKNVHFNYPSRSEVQILKGLNLKVKSGQTVALVGNSGCGKSTTVQLMQRLYDPLEGVVSIDGQDIRTINVRYLREIIGVVSQEPVLFATTIAENIRYGREDVTMDEIE.... The pIC50 is 5.3. (2) The small molecule is Cc1c(C(C)C)c(=O)on1C(=O)N(C)Cc1cccc(F)c1. The target protein (Q05469) has sequence MEPGSKSVSRSDWQPEPHQRPITPLEPGPEKTPIAQPESKTLQGSNTQQKPASNQRPLTQQETPAQHDAESQKEPRAQQKSASQEEFLAPQKPAPQQSPYIQRVLLTQQEAASQQGPGLGKESITQQEPALRQRHVAQPGPGPGEPPPAQQEAESTPAAQAKPGAKREPSAPTESTSQETPEQSDKQTTPVQGAKSKQGSLTELGFLTKLQELSIQRSALEWKALSEWVTDSESESDVGSSSDTDSPATMGGMVAQGVKLGFKGKSGYKVMSGYSGTSPHEKTSARNHRHYQDTASRLIHNMDLRTMTQSLVTLAEDNIAFFSSQGPGETAQRLSGVFAGVREQALGLEPALGRLLGVAHLFDLDPETPANGYRSLVHTARCCLAHLLHKSRYVASNRRSIFFRTSHNLAELEAYLAALTQLRALVYYAQRLLVTNRPGVLFFEGDEGLTADFLREYVTLHKGCFYGRCLGFQFTPAIRPFLQTISIGLVSFGEHYKRNE.... The pIC50 is 7.9. (3) The drug is Nc1c(S(=O)(=O)[O-])cc(Nc2ccc3cc4ccccc4cc3c2)c2c1C(=O)c1ccccc1C2=O. The target protein (Q63371) has sequence MERDNGTIQAPGLPPTTCVYREDFKRLLLPPVYSVVLVVGLPLNVCVIAQICASRRTLTRSAVYTLNLALADLLYACSLPLLIYNYARGDHWPFGDLACRLVRFLFYANLHGSILFLTCISFQRYLGICHPLAPWHKRGGRRAAWVVCGVVWLVVTAQCLPTAVFAATGIQRNRTVCYDLSPPILSTRYLPYGMALTVIGFLLPFTALLACYCRMARRLCRQDGPAGPVAQERRSKAARMAVVVAAVFVISFLPFHITKTAYLAVRSTPGVSCPVLETFAAAYKGTRPFASANSVLDPILFYFTQQKFRRQPHDLLQKLTAKWQRQRV. The pIC50 is 5.0. (4) The drug is Cc1c(O)c(C)c2cc(Cc3ccccc3)c(=O)oc2c1C. The target protein (Q14330) has sequence MITLNNQDQPVPFNSSHPDEYKIAALVFYSCIFIIGLFVNITALWVFSCTTKKRTTVTIYMMNVALVDLIFIMTLPFRMFYYAKDEWPFGEYFCQILGALTVFYPSIALWLLAFISADRYMAIVQPKYAKELKNTCKAVLACVGVWIMTLTTTTPLLLLYKDPDKDSTPATCLKISDIIYLKAVNVLNLTRLTFFFLIPLFIMIGCYLVIIHNLLHGRTSKLKPKVKEKSIRIIITLLVQVLVCFMPFHICFAFLMLGTGENSYNPWGAFTTFLMNLSTCLDVILYYIVSKQFQARVISVMLYRNYLRSMRRKSFRSGSLRSLSNINSEML. The pIC50 is 5.0. (5) The small molecule is NC(=O)[C@H](O)[C@H](O)COP(=O)(O)O. The target protein (Q5NGP7) has sequence MEISMTSHINNAVETFRLEIETLEKLKNSIDENFEKACEIILENNRDKSRVIITGMGKSGHIGKKMAATFASTGTPAFFVHPGEAGHGDFGMITKNDVLIAISNSGTSSEIMGLLPMIKHLDIPIIAITSNPKSILARNSNVTLNLHVDKEACPLNLAPTSSTTATLVLGDALAIALLKAKNFSEKDFAFSHPNGALGRKLILKVENIMRKGNEIPIVKPTDNIRKAILEISDKGVGNTLVAENNTLLGIFTDGDLRRMFEAESFNSQRAISEVMTKNPKSISKEEMAITALEKMEKYEITSLAVVDNGHNILGIVTMHDLIKLELR. The pIC50 is 5.0. (6) The drug is O=C(N[C@H](Cc1ccc(Cl)cc1)C(=O)N1CCC(Cn2cncn2)(C2CCCCC2)CC1)[C@H]1Cc2ccccc2CN1. The target protein (P35345) has sequence MNSSSHLTLLDLTLNASEDNILGQNVNNKSSACEDMGIAVEVFLTLGLVSLLENILVIGAIVKNKNLHSPMYFFVGSLAVADMLVSMSNAWETITIYLINNKHVVIADTFVRHIDNVFDSMICISVVASMCSLLAIAVDRYITIFYALRYHHIMTARRSGVIIACIWTFCISCGIVFIIYYESKYVIVCLISMFFTMLFFMVSLYIHMFLLARNHVKRIAASPRYNSVRQRASMKGAITLTMLLGIFIVCWSPFFLHLILMISCPQNVYCACFMSYFNMYLILIMCNSVIDPLIYALRSQEMRRTFKEIICCHGFRRTCTLLGRY. The pIC50 is 5.8.